Dataset: NCI-60 drug combinations with 297,098 pairs across 59 cell lines. Task: Regression. Given two drug SMILES strings and cell line genomic features, predict the synergy score measuring deviation from expected non-interaction effect. (1) Drug 1: COC1=C(C=C2C(=C1)N=CN=C2NC3=CC(=C(C=C3)F)Cl)OCCCN4CCOCC4. Drug 2: CC1C(C(CC(O1)OC2CC(OC(C2O)C)OC3=CC4=CC5=C(C(=O)C(C(C5)C(C(=O)C(C(C)O)O)OC)OC6CC(C(C(O6)C)O)OC7CC(C(C(O7)C)O)OC8CC(C(C(O8)C)O)(C)O)C(=C4C(=C3C)O)O)O)O. Cell line: DU-145. Synergy scores: CSS=29.4, Synergy_ZIP=2.80, Synergy_Bliss=2.77, Synergy_Loewe=2.42, Synergy_HSA=3.15. (2) Drug 1: CC1=C(C=C(C=C1)NC2=NC=CC(=N2)N(C)C3=CC4=NN(C(=C4C=C3)C)C)S(=O)(=O)N.Cl. Drug 2: C1=NNC2=C1C(=O)NC=N2. Cell line: SF-295. Synergy scores: CSS=5.84, Synergy_ZIP=-2.30, Synergy_Bliss=-0.943, Synergy_Loewe=0.998, Synergy_HSA=0.712. (3) Drug 1: CC12CCC3C(C1CCC2O)C(CC4=C3C=CC(=C4)O)CCCCCCCCCS(=O)CCCC(C(F)(F)F)(F)F. Drug 2: C1=NC(=NC(=O)N1C2C(C(C(O2)CO)O)O)N. Cell line: DU-145. Synergy scores: CSS=10.8, Synergy_ZIP=-5.91, Synergy_Bliss=3.59, Synergy_Loewe=-14.5, Synergy_HSA=-1.40.